From a dataset of Peptide-MHC class II binding affinity with 134,281 pairs from IEDB. Regression. Given a peptide amino acid sequence and an MHC pseudo amino acid sequence, predict their binding affinity value. This is MHC class II binding data. (1) The peptide sequence is RRMWASAQNISGAGW. The MHC is HLA-DQA10501-DQB10301 with pseudo-sequence HLA-DQA10501-DQB10301. The binding affinity (normalized) is 0.281. (2) The peptide sequence is EKKYFAATQWEPLAA. The MHC is HLA-DQA10101-DQB10501 with pseudo-sequence HLA-DQA10101-DQB10501. The binding affinity (normalized) is 0.484. (3) The binding affinity (normalized) is 0.183. The peptide sequence is APEVKYTVFKTALKK. The MHC is HLA-DQA10501-DQB10201 with pseudo-sequence HLA-DQA10501-DQB10201. (4) The peptide sequence is AAQRRGRIGRNPSQV. The MHC is DRB1_0101 with pseudo-sequence DRB1_0101. The binding affinity (normalized) is 0. (5) The peptide sequence is TCEICALKPKIIYCN. The MHC is DRB5_0101 with pseudo-sequence DRB5_0101. The binding affinity (normalized) is 0.634. (6) The peptide sequence is RVPLTSNNGIKQQGI. The MHC is HLA-DQA10401-DQB10402 with pseudo-sequence HLA-DQA10401-DQB10402. The binding affinity (normalized) is 0.171. (7) The peptide sequence is GELQIVMKIDAAFKI. The MHC is DRB1_0404 with pseudo-sequence DRB1_0404. The binding affinity (normalized) is 0.632. (8) The peptide sequence is DEINAIFEENEVDIS. The MHC is DRB1_0101 with pseudo-sequence DRB1_0101. The binding affinity (normalized) is 0.290. (9) The peptide sequence is DVCGMFTNRSGSQQW. The MHC is HLA-DQA10104-DQB10503 with pseudo-sequence HLA-DQA10104-DQB10503. The binding affinity (normalized) is 0.210. (10) The peptide sequence is PTRVVNWEVIIMDEA. The MHC is DRB4_0103 with pseudo-sequence DRB4_0103. The binding affinity (normalized) is 0.502.